This data is from Peptide-MHC class II binding affinity with 134,281 pairs from IEDB. The task is: Regression. Given a peptide amino acid sequence and an MHC pseudo amino acid sequence, predict their binding affinity value. This is MHC class II binding data. (1) The peptide sequence is GNFERISGDLKTQID. The MHC is DRB1_0401 with pseudo-sequence DRB1_0401. The binding affinity (normalized) is 0.394. (2) The peptide sequence is QLSRKTFDTEYQKTK. The MHC is DRB1_0802 with pseudo-sequence DRB1_0802. The binding affinity (normalized) is 0.338. (3) The peptide sequence is TFHVEKGSNPNYLALLVKYVNGDGD. The MHC is DRB1_1501 with pseudo-sequence DRB1_1501. The binding affinity (normalized) is 0.590. (4) The peptide sequence is RSIQDNQVAYLIIGIK. The MHC is DRB3_0301 with pseudo-sequence DRB3_0301. The binding affinity (normalized) is 0.936. (5) The peptide sequence is GLAVLRKVKRVVASL. The MHC is DRB3_0101 with pseudo-sequence DRB3_0101. The binding affinity (normalized) is 0.227.